This data is from Peptide-MHC class II binding affinity with 134,281 pairs from IEDB. The task is: Regression. Given a peptide amino acid sequence and an MHC pseudo amino acid sequence, predict their binding affinity value. This is MHC class II binding data. (1) The peptide sequence is GELQIVDKIDAAKKI. The MHC is DRB3_0101 with pseudo-sequence DRB3_0101. The binding affinity (normalized) is 0.752. (2) The peptide sequence is LSAEYAAVADELIGL. The MHC is HLA-DPA10103-DPB10401 with pseudo-sequence HLA-DPA10103-DPB10401. The binding affinity (normalized) is 0.302.